Predict the reactants needed to synthesize the given product. From a dataset of Full USPTO retrosynthesis dataset with 1.9M reactions from patents (1976-2016). (1) The reactants are: [Cl:1][C:2]1[CH:7]=[CH:6][C:5]([C:8]2[O:12][C:11]([C:13]3[CH:18]=[CH:17][C:16]([NH2:19])=[C:15]([N+:20]([O-])=O)[CH:14]=3)=[N:10][N:9]=2)=[CH:4][CH:3]=1. Given the product [Cl:1][C:2]1[CH:3]=[CH:4][C:5]([C:8]2[O:12][C:11]([C:13]3[CH:14]=[C:15]([NH2:20])[C:16]([NH2:19])=[CH:17][CH:18]=3)=[N:10][N:9]=2)=[CH:6][CH:7]=1, predict the reactants needed to synthesize it. (2) Given the product [F:1][C:2]([F:16])([F:15])[C:3]1[CH:4]=[C:5]([CH:8]=[C:9]([C:11]([F:14])([F:13])[F:12])[CH:10]=1)[CH2:6][NH:17][C:18]1[N:19]=[N:20][N:21]([CH3:23])[N:22]=1, predict the reactants needed to synthesize it. The reactants are: [F:1][C:2]([F:16])([F:15])[C:3]1[CH:4]=[C:5]([CH:8]=[C:9]([C:11]([F:14])([F:13])[F:12])[CH:10]=1)[CH:6]=O.[NH2:17][C:18]1[N:19]=[N:20][N:21]([CH3:23])[N:22]=1. (3) Given the product [CH2:1]([C@:8]12[CH2:20][CH2:19][C@:16]([CH2:18][CH3:34])([OH:17])[CH2:15][C@H:14]1[CH2:13][CH2:12][CH2:11][N:10]1[CH:21]=[C:22]([C:24]([NH:26][C:27]3[C:28]([CH3:33])=[N:29][CH:30]=[CH:31][CH:32]=3)=[O:25])[CH:23]=[C:9]21)[C:2]1[CH:3]=[CH:4][CH:5]=[CH:6][CH:7]=1.[CH2:34]([C@@:41]12[CH2:53][CH2:52][C@@:49]([CH2:51][CH3:67])([OH:50])[CH2:48][C@@H:47]1[CH2:46][CH2:45][CH2:44][N:43]1[CH:54]=[C:55]([C:57]([NH:59][C:60]3[C:61]([CH3:66])=[N:62][CH:63]=[CH:64][CH:65]=3)=[O:58])[CH:56]=[C:42]21)[C:35]1[CH:36]=[CH:37][CH:38]=[CH:39][CH:40]=1, predict the reactants needed to synthesize it. The reactants are: [CH2:1]([C@:8]12[CH2:20][CH2:19][C@@:16]3([CH2:18][O:17]3)[CH2:15][C@H:14]1[CH2:13][CH2:12][CH2:11][N:10]1[CH:21]=[C:22]([C:24]([NH:26][C:27]3[C:28]([CH3:33])=[N:29][CH:30]=[CH:31][CH:32]=3)=[O:25])[CH:23]=[C:9]21)[C:2]1[CH:7]=[CH:6][CH:5]=[CH:4][CH:3]=1.[CH2:34]([C@@:41]12[CH2:53][CH2:52][C@:49]3([CH2:51][O:50]3)[CH2:48][C@@H:47]1[CH2:46][CH2:45][CH2:44][N:43]1[CH:54]=[C:55]([C:57]([NH:59][C:60]3[C:61]([CH3:66])=[N:62][CH:63]=[CH:64][CH:65]=3)=[O:58])[CH:56]=[C:42]21)[C:35]1[CH:40]=[CH:39][CH:38]=[CH:37][CH:36]=1.[CH3:67][Mg]Br. (4) The reactants are: [NH2:1][C:2]1[CH:3]=[CH:4][C:5]([C:15]([CH3:19])([CH3:18])[C:16]#[N:17])=[C:6]([C:8]2[CH:13]=[CH:12][C:11]([CH3:14])=[CH:10][CH:9]=2)[CH:7]=1.[CH3:20][O:21][C:22]1[CH:23]=[C:24]([CH:28]=[CH:29][C:30]=1[O:31][CH3:32])[C:25](Cl)=[O:26].C(N(CC)CC)C. Given the product [C:16]([C:15]([CH3:19])([CH3:18])[C:5]1[C:6]([C:8]2[CH:13]=[CH:12][C:11]([CH3:14])=[CH:10][CH:9]=2)=[CH:7][C:2]([NH:1][C:25](=[O:26])[C:24]2[CH:28]=[CH:29][C:30]([O:31][CH3:32])=[C:22]([O:21][CH3:20])[CH:23]=2)=[CH:3][CH:4]=1)#[N:17], predict the reactants needed to synthesize it. (5) Given the product [NH2:2][C:1]1[O:21][C:16]([C:17]([CH3:20])([CH3:19])[CH3:18])=[N:15][C:9]=1[C:10]([O:12][CH2:13][CH3:14])=[O:11], predict the reactants needed to synthesize it. The reactants are: [C-:1]#[N:2].C([Al+]CC)C.Cl[CH:9]([NH:15][C:16](=[O:21])[C:17]([CH3:20])([CH3:19])[CH3:18])[C:10]([O:12][CH2:13][CH3:14])=[O:11].[NH4+].[Cl-]. (6) Given the product [Cl:1][C:2]1[N:11]=[CH:10][C:9]2[C:4](=[CH:5][CH:6]=[C:7]([OH:12])[C:8]=2[Cl:13])[N:3]=1, predict the reactants needed to synthesize it. The reactants are: [Cl:1][C:2]1[N:11]=[CH:10][C:9]2[C:4](=[CH:5][CH:6]=[C:7]([OH:12])[CH:8]=2)[N:3]=1.[Cl:13]N1C(=O)CCC1=O. (7) Given the product [ClH:42].[O:1]1[C:5]2[CH:6]=[CH:7][C:8]([C:10]3[S:18][C:17]4[C:16](=[O:19])[N:15]([CH:20]5[CH2:21][CH2:22][NH:23][CH2:24][CH2:25]5)[C:14](=[O:33])[N:13]([CH2:34][C:35]5[N:36]=[N:37][N:38]([CH2:40][CH3:41])[N:39]=5)[C:12]=4[CH:11]=3)=[CH:9][C:4]=2[O:3][CH2:2]1, predict the reactants needed to synthesize it. The reactants are: [O:1]1[C:5]2[CH:6]=[CH:7][C:8]([C:10]3[S:18][C:17]4[C:16](=[O:19])[N:15]([CH:20]5[CH2:25][CH2:24][N:23](C(OC(C)(C)C)=O)[CH2:22][CH2:21]5)[C:14](=[O:33])[N:13]([CH2:34][C:35]5[N:36]=[N:37][N:38]([CH2:40][CH3:41])[N:39]=5)[C:12]=4[CH:11]=3)=[CH:9][C:4]=2[O:3][CH2:2]1.[ClH:42].